This data is from Catalyst prediction with 721,799 reactions and 888 catalyst types from USPTO. The task is: Predict which catalyst facilitates the given reaction. (1) Reactant: F[C:2]1[N:7]=[CH:6][C:5]([C:8]2[C:9]3[CH2:27][C:26]4[C:21](=[CH:22][CH:23]=[C:24]([CH2:28][N:29]5[CH2:34][CH2:33][N:32]([CH3:35])[CH2:31][CH2:30]5)[CH:25]=4)[C:10]=3[N:11](COCC[Si](C)(C)C)[N:12]=2)=[CH:4][CH:3]=1.[C-:36]#[N:37].[Na+]. The catalyst class is: 3. Product: [CH3:35][N:32]1[CH2:33][CH2:34][N:29]([CH2:28][C:24]2[CH:25]=[C:26]3[C:21](=[CH:22][CH:23]=2)[C:10]2[NH:11][N:12]=[C:8]([C:5]4[CH:4]=[CH:3][C:2]([C:36]#[N:37])=[N:7][CH:6]=4)[C:9]=2[CH2:27]3)[CH2:30][CH2:31]1. (2) Reactant: [CH3:1][C:2]1[C:6]2[CH:7]=[CH:8][C:9]([C:11]([F:14])([F:13])[F:12])=[CH:10][C:5]=2[S:4][C:3]=1[C:15]([CH2:22][CH2:23][CH2:24][CH3:25])=[CH:16][C:17]([O:19][CH2:20][CH3:21])=[O:18]. Product: [CH3:1][C:2]1[C:6]2[CH:7]=[CH:8][C:9]([C:11]([F:14])([F:12])[F:13])=[CH:10][C:5]=2[S:4][C:3]=1[CH:15]([CH2:22][CH2:23][CH2:24][CH3:25])[CH2:16][C:17]([O:19][CH2:20][CH3:21])=[O:18]. The catalyst class is: 99. (3) Reactant: [Cl:1][C:2]1[CH:7]=[CH:6][CH:5]=[CH:4][C:3]=1[C@@H:8]1[CH2:10][C@H:9]1[CH:11]([NH:13][O:14][CH3:15])[CH3:12].C(N(CC)CC)C.[F:23][CH:24]([F:34])[C:25]1[C:29]([C:30](Cl)=[O:31])=[CH:28][N:27]([CH3:33])[N:26]=1. Product: [Cl:1][C:2]1[CH:7]=[CH:6][CH:5]=[CH:4][C:3]=1[C@@H:8]1[CH2:10][C@H:9]1[CH:11]([N:13]([O:14][CH3:15])[C:30]([C:29]1[C:25]([CH:24]([F:34])[F:23])=[N:26][N:27]([CH3:33])[CH:28]=1)=[O:31])[CH3:12]. The catalyst class is: 46. (4) Reactant: [O:1]1[CH2:6][CH:5]=[CH:4][C:3](=[O:7])[CH2:2]1.[C:8](=[O:18])([O:10][CH2:11][C:12]1[CH:17]=[CH:16][CH:15]=[CH:14][CH:13]=1)[NH2:9].O.O.O.O.O.[N+]([O-])([O-])=O.[Bi+3].[N+]([O-])([O-])=O.[N+]([O-])([O-])=O. Product: [O:7]=[C:3]1[CH2:2][O:1][CH2:6][CH:5]([NH:9][C:8](=[O:18])[O:10][CH2:11][C:12]2[CH:13]=[CH:14][CH:15]=[CH:16][CH:17]=2)[CH2:4]1. The catalyst class is: 2. (5) Reactant: [N+:1]([C:4]1[CH:5]=[N:6][N:7]([CH2:9][C:10]([O:12]C)=O)[CH:8]=1)([O-:3])=[O:2].[CH3:14][NH2:15]. Product: [CH3:14][NH:15][C:10](=[O:12])[CH2:9][N:7]1[CH:8]=[C:4]([N+:1]([O-:3])=[O:2])[CH:5]=[N:6]1. The catalyst class is: 8. (6) Reactant: [N:1]1([C:6]2[CH:29]=[CH:28][C:9]([O:10][CH2:11][C@H:12]3[C@H:21]([NH:22][S:23]([CH2:26][CH3:27])(=[O:25])=[O:24])[CH2:20][CH2:19][C:14]4(OCC[O:15]4)[CH2:13]3)=[CH:8][CH:7]=2)[CH:5]=[CH:4][CH:3]=[N:2]1.Cl. Product: [O:15]=[C:14]1[CH2:19][CH2:20][C@@H:21]([NH:22][S:23]([CH2:26][CH3:27])(=[O:25])=[O:24])[C@H:12]([CH2:11][O:10][C:9]2[CH:8]=[CH:7][C:6]([N:1]3[CH:5]=[CH:4][CH:3]=[N:2]3)=[CH:29][CH:28]=2)[CH2:13]1. The catalyst class is: 21. (7) Reactant: [C:1]([O:5][C@@H:6]([C:11]1[C:12]([CH3:31])=[CH:13][C:14]2[N:15]([CH:25]=[C:26]([C:28]([OH:30])=O)[N:27]=2)[C:16]=1[N:17]1[CH2:22][CH2:21][C:20]([CH3:24])([CH3:23])[CH2:19][CH2:18]1)[C:7]([O:9]C)=[O:8])([CH3:4])([CH3:3])[CH3:2].[Na].[F:33][C:34]1[CH:41]=[CH:40][C:37]([CH2:38][NH2:39])=[CH:36][C:35]=1[CH3:42].CN(C(ON1N=NC2C=CC=NC1=2)=[N+](C)C)C.F[P-](F)(F)(F)(F)F.O.[OH-].[Li+]. Product: [C:1]([O:5][C@@H:6]([C:11]1[C:12]([CH3:31])=[CH:13][C:14]2[N:15]([CH:25]=[C:26]([C:28](=[O:30])[NH:39][CH2:38][C:37]3[CH:40]=[CH:41][C:34]([F:33])=[C:35]([CH3:42])[CH:36]=3)[N:27]=2)[C:16]=1[N:17]1[CH2:18][CH2:19][C:20]([CH3:24])([CH3:23])[CH2:21][CH2:22]1)[C:7]([OH:9])=[O:8])([CH3:3])([CH3:4])[CH3:2]. The catalyst class is: 18.